This data is from Forward reaction prediction with 1.9M reactions from USPTO patents (1976-2016). The task is: Predict the product of the given reaction. (1) Given the reactants C([O:8][C:9]1[CH:10]=[C:11]([N:15]2[C:19]3[C:20]4[CH:21]=[CH:22][CH:23]=[CH:24][C:25]=4[S:26](=[O:29])(=[O:28])[CH2:27][C:18]=3[C:17]([C:30]([N:32]3[CH2:37][CH2:36][O:35][CH2:34][CH2:33]3)=[O:31])=[N:16]2)[CH:12]=[CH:13][CH:14]=1)C1C=CC=CC=1.[H][H], predict the reaction product. The product is: [N:32]1([C:30]([C:17]2[C:18]3[CH2:27][S:26](=[O:28])(=[O:29])[C:25]4[CH:24]=[CH:23][CH:22]=[CH:21][C:20]=4[C:19]=3[N:15]([C:11]3[CH:10]=[C:9]([OH:8])[CH:14]=[CH:13][CH:12]=3)[N:16]=2)=[O:31])[CH2:37][CH2:36][O:35][CH2:34][CH2:33]1. (2) Given the reactants [Br:1][C:2]1[CH:3]=[C:4]2[O:10][CH:9]=[N:8][C:5]2=[N:6][CH:7]=1.FC(F)(F)C(O)=O, predict the reaction product. The product is: [Br:1][C:2]1[CH:3]=[C:4]2[O:10][CH:9]=[N:8][C:5]2=[N:6][CH:7]=1.[NH2:8][C:5]1[C:4]([OH:10])=[CH:3][C:2]([Br:1])=[CH:7][N:6]=1.